Regression/Classification. Given an antibody's heavy chain and light chain sequences, predict its developability. TAP uses regression for 5 developability metrics; SAbDab uses binary classification. From a dataset of Antibody developability classification from SAbDab with 2,409 antibodies. (1) Result: 0 (not developable). The antibody is ['EFQLQQSGPELVKPGASVKISCKASGYSFTDYNINWMKQSNGKSLEWIGVVIPKYGTTNYNQKFQGKATLTVDQSSSTAYIQLNSLTSEDSAVYYCTRFRDVFFDVWGTGTTVTVSS', 'QIVLSQSPAILSASPGEKVTMTCRASSSVNNMHWYQQKPSSSPKPWLHGTSNLASGVPVRFSGSGSGTSFSLTISRVEAEDAATYFCQQWSNHPPTFGGGTKLEID']. (2) The antibody is ['QVQLQQPGAELVKPGASVKLSCKASGFTFTNYWMHWVKQRPGQGLEWIGEILPSNGRTNYNEKFKTKATLTVDKSSNTAYMQLSSLTSEDSAVYYCARSPSDYWGQGTTLTVSS', 'DIQMTQTPSSLSASLGDRVTISCRASQDISHYLNWFQQKPDGTVKLLIYYTSTLHSGVPSRFSGSGSGTDYSLTISNLEEEDIAFYFCQQGGALPFTFGSGTKLAIK']. Result: 0 (not developable).